This data is from Peptide-MHC class I binding affinity with 185,985 pairs from IEDB/IMGT. The task is: Regression. Given a peptide amino acid sequence and an MHC pseudo amino acid sequence, predict their binding affinity value. This is MHC class I binding data. (1) The peptide sequence is LIPDGDGEV. The MHC is HLA-A02:01 with pseudo-sequence HLA-A02:01. The binding affinity (normalized) is 0.0847. (2) The peptide sequence is RQHGFTPSK. The MHC is HLA-B08:02 with pseudo-sequence HLA-B08:02. The binding affinity (normalized) is 0.0847.